Dataset: Catalyst prediction with 721,799 reactions and 888 catalyst types from USPTO. Task: Predict which catalyst facilitates the given reaction. Reactant: CCCCCC.C([Li])CCC.Br[C:13]1[C:22]2[C:17](=[CH:18][CH:19]=[CH:20][CH:21]=2)[CH:16]=[C:15]([CH2:23][C:24]2[S:28][C:27]3[CH:29]=[CH:30][CH:31]=[CH:32][C:26]=3[CH:25]=2)[CH:14]=1.[CH2:33]([O:40][CH:41]1[CH:46]([O:47][CH2:48][C:49]2[CH:54]=[CH:53][CH:52]=[CH:51][CH:50]=2)[CH:45]([O:55][CH2:56][C:57]2[CH:62]=[CH:61][CH:60]=[CH:59][CH:58]=2)[CH:44]([CH2:63][O:64][CH2:65][C:66]2[CH:71]=[CH:70][CH:69]=[CH:68][CH:67]=2)[O:43][C:42]1=[O:72])[C:34]1[CH:39]=[CH:38][CH:37]=[CH:36][CH:35]=1.[Cl-].[NH4+]. Product: [S:28]1[C:24]([CH2:23][C:15]2[CH:14]=[C:13]([C:42]3([OH:72])[C@H:41]([O:40][CH2:33][C:34]4[CH:35]=[CH:36][CH:37]=[CH:38][CH:39]=4)[C@@H:46]([O:47][CH2:48][C:49]4[CH:54]=[CH:53][CH:52]=[CH:51][CH:50]=4)[C@@H:45]([O:55][CH2:56][C:57]4[CH:58]=[CH:59][CH:60]=[CH:61][CH:62]=4)[C@@H:44]([CH2:63][O:64][CH2:65][C:66]4[CH:67]=[CH:68][CH:69]=[CH:70][CH:71]=4)[O:43]3)[C:22]3[C:17]([CH:16]=2)=[CH:18][CH:19]=[CH:20][CH:21]=3)=[CH:25][C:26]2[CH:32]=[CH:31][CH:30]=[CH:29][C:27]1=2. The catalyst class is: 1.